This data is from Reaction yield outcomes from USPTO patents with 853,638 reactions. The task is: Predict the reaction yield, written as a fraction of the theoretical maximum amount of product (1.0 means a 100% yield; for example, 0.34 means a 34% yield). (1) The reactants are OC(C(F)(F)F)=O.[F:8][C:9]1[CH:14]=[CH:13][C:12]([C:15]2[O:19][C:18]([CH:20]3[CH2:25][CH2:24][CH2:23][NH:22][CH2:21]3)=[N:17][CH:16]=2)=[CH:11][CH:10]=1.[F:26][C:27]([F:43])([F:42])[C:28]1[O:32][N:31]=[C:30]([C:33]2[CH:34]=[C:35]([CH:39]=[CH:40][CH:41]=2)[C:36](O)=[O:37])[N:29]=1. No catalyst specified. The product is [F:8][C:9]1[CH:14]=[CH:13][C:12]([C:15]2[O:19][C:18]([CH:20]3[CH2:25][CH2:24][CH2:23][N:22]([C:36]([C:35]4[CH:39]=[CH:40][CH:41]=[C:33]([C:30]5[N:29]=[C:28]([C:27]([F:42])([F:26])[F:43])[O:32][N:31]=5)[CH:34]=4)=[O:37])[CH2:21]3)=[N:17][CH:16]=2)=[CH:11][CH:10]=1. The yield is 0.0900. (2) No catalyst specified. The yield is 0.720. The reactants are [F:1][C:2]1[CH:3]=[C:4]2[C:9](=[CH:10][CH:11]=1)[N:8]=[C:7]([O:12][CH3:13])[C:6]([NH:14][C:15](=[O:19])OCC)=[N:5]2.[CH3:20][O:21][C:22]1[CH:23]=[C:24]([N:30]2[CH2:35][CH2:34][NH:33][CH2:32][CH2:31]2)[CH:25]=[C:26]([O:28][CH3:29])[CH:27]=1. The product is [F:1][C:2]1[CH:3]=[C:4]2[C:9](=[CH:10][CH:11]=1)[N:8]=[C:7]([O:12][CH3:13])[C:6]([NH:14][C:15]([N:33]1[CH2:32][CH2:31][N:30]([C:24]3[CH:23]=[C:22]([O:21][CH3:20])[CH:27]=[C:26]([O:28][CH3:29])[CH:25]=3)[CH2:35][CH2:34]1)=[O:19])=[N:5]2. (3) The reactants are Br[C:2]1[C:10]2[C:5](=[CH:6][CH:7]=[C:8]([CH:11]3[C:16]([C:17]#[N:18])=[C:15]([CH3:19])[NH:14][C:13]4[CH2:20][O:21][C:22](=[O:23])[C:12]3=4)[CH:9]=2)[NH:4][N:3]=1.[CH3:24][CH:25]([O:27][C:28]1[N:33]=[CH:32][C:31](B(O)O)=[CH:30][CH:29]=1)[CH3:26].C(=O)(O)[O-].[Na+]. The catalyst is O1CCOCC1.C1C=CC([P]([Pd]([P](C2C=CC=CC=2)(C2C=CC=CC=2)C2C=CC=CC=2)([P](C2C=CC=CC=2)(C2C=CC=CC=2)C2C=CC=CC=2)[P](C2C=CC=CC=2)(C2C=CC=CC=2)C2C=CC=CC=2)(C2C=CC=CC=2)C2C=CC=CC=2)=CC=1. The product is [CH3:19][C:15]1[NH:14][C:13]2[CH2:20][O:21][C:22](=[O:23])[C:12]=2[CH:11]([C:8]2[CH:9]=[C:10]3[C:5](=[CH:6][CH:7]=2)[NH:4][N:3]=[C:2]3[C:31]2[CH:32]=[N:33][C:28]([O:27][CH:25]([CH3:26])[CH3:24])=[CH:29][CH:30]=2)[C:16]=1[C:17]#[N:18]. The yield is 0.190.